Predict which catalyst facilitates the given reaction. From a dataset of Catalyst prediction with 721,799 reactions and 888 catalyst types from USPTO. (1) Reactant: [Cl:1][C:2]1[CH:3]=[C:4]([CH:16]=[O:17])[C:5]([N:8]([CH2:12][CH:13]2[CH2:15][CH2:14]2)[CH2:9][CH2:10][CH3:11])=[N:6][CH:7]=1.[BH4-].[Na+].[Cl-].[NH4+].C(OCC)(=O)C. Product: [Cl:1][C:2]1[CH:3]=[C:4]([CH2:16][OH:17])[C:5]([N:8]([CH2:12][CH:13]2[CH2:14][CH2:15]2)[CH2:9][CH2:10][CH3:11])=[N:6][CH:7]=1. The catalyst class is: 8. (2) Reactant: [CH2:1]([O:3][C:4]1[CH:13]=[CH:12][C:11]2[C:6](=[CH:7][CH:8]=[CH:9][CH:10]=2)[C:5]=1[C:14]([OH:16])=O)[CH3:2].[CH2:17]([O:19][C:20]([C:22]1([NH2:31])[CH2:30][C:29]2[C:24](=[CH:25][CH:26]=[CH:27][CH:28]=2)[CH2:23]1)=[O:21])[CH3:18].CN(C(ON1N=NC2C=CC=NC1=2)=[N+](C)C)C.F[P-](F)(F)(F)(F)F.CCN(C(C)C)C(C)C. Product: [CH2:17]([O:19][C:20]([C:22]1([NH:31][C:14]([C:5]2[C:6]3[C:11](=[CH:10][CH:9]=[CH:8][CH:7]=3)[CH:12]=[CH:13][C:4]=2[O:3][CH2:1][CH3:2])=[O:16])[CH2:30][C:29]2[C:24](=[CH:25][CH:26]=[CH:27][CH:28]=2)[CH2:23]1)=[O:21])[CH3:18]. The catalyst class is: 3. (3) Reactant: [Cl:1][C:2]1[CH:3]=[N:4][CH:5]=[C:6]([Cl:22])[C:7]=1[CH2:8][CH:9]([C:11]1[CH:16]=[CH:15][C:14]([O:17][CH3:18])=[C:13]([O:19][CH2:20][CH3:21])[CH:12]=1)O.C1C=CC(P(C2C=CC=CC=2)C2C=CC=CC=2)=CC=1.P([N:58]=[N+]=[N-])(OC1C=CC=CC=1)(OC1C=CC=CC=1)=O.C[O:62][C:63](=O)[C:64]1[C:69]([NH:70][C:71]([CH:73]2[CH2:75][CH2:74]2)=[O:72])=[CH:68][CH:67]=[CH:66][C:65]=1[CH2:76]Br.C(N(CC)CC)C. Product: [Cl:1][C:2]1[CH:3]=[N:4][CH:5]=[C:6]([Cl:22])[C:7]=1[CH2:8][CH:9]([N:58]1[C:63](=[O:62])[C:64]2[C:65](=[CH:66][CH:67]=[CH:68][C:69]=2[NH:70][C:71]([CH:73]2[CH2:75][CH2:74]2)=[O:72])[CH2:76]1)[C:11]1[CH:16]=[CH:15][C:14]([O:17][CH3:18])=[C:13]([O:19][CH2:20][CH3:21])[CH:12]=1. The catalyst class is: 18. (4) Reactant: [CH3:1][O:2][CH2:3][CH2:4][N:5]1[CH2:10][CH2:9][CH:8]([NH2:11])[CH2:7][CH2:6]1.C(N(CC)CC)C.Cl[C:20]1[CH:25]=[CH:24][C:23]([S:26]([NH2:29])(=[O:28])=[O:27])=[CH:22][C:21]=1[N+:30]([O-:32])=[O:31]. The catalyst class is: 12. Product: [CH3:1][O:2][CH2:3][CH2:4][N:5]1[CH2:6][CH2:7][CH:8]([NH:11][C:20]2[CH:25]=[CH:24][C:23]([S:26]([NH2:29])(=[O:28])=[O:27])=[CH:22][C:21]=2[N+:30]([O-:32])=[O:31])[CH2:9][CH2:10]1. (5) Reactant: Br[C:2]1[CH:11]=[C:10]2[C:5]([CH2:6][CH2:7][CH:8]([C:12]3[CH:17]=[CH:16][CH:15]=[CH:14][N:13]=3)[O:9]2)=[CH:4][CH:3]=1.[CH3:18][C:19]1([CH3:35])[C:23]([CH3:25])([CH3:24])[O:22][B:21]([B:21]2[O:22][C:23]([CH3:25])([CH3:24])[C:19]([CH3:35])([CH3:18])[O:20]2)[O:20]1.C1(P(C2CCCCC2)C2CCCCC2)CCCCC1.CC([O-])=O.[K+]. Product: [CH3:18][C:19]1([CH3:35])[C:23]([CH3:25])([CH3:24])[O:22][B:21]([C:2]2[CH:11]=[C:10]3[C:5]([CH2:6][CH2:7][CH:8]([C:12]4[CH:17]=[CH:16][CH:15]=[CH:14][N:13]=4)[O:9]3)=[CH:4][CH:3]=2)[O:20]1. The catalyst class is: 62.